From a dataset of Blood-brain barrier penetration binary classification data from Martins et al.. Regression/Classification. Given a drug SMILES string, predict its absorption, distribution, metabolism, or excretion properties. Task type varies by dataset: regression for continuous measurements (e.g., permeability, clearance, half-life) or binary classification for categorical outcomes (e.g., BBB penetration, CYP inhibition). Dataset: bbb_martins. (1) The molecule is C[C@@H]1CC2C3C[C@H](F)C4=CC(=O)C=CC4(C)[C@@]3(Cl)C(O)CC2(C)C1C(=O)CO. The result is 1 (penetrates BBB). (2) The drug is Nc1nc(=O)c2nc(CNc3ccc(C(=O)N[C@@H](CCC(=O)O)C(=O)O)cc3)cnc2[nH]1. The result is 1 (penetrates BBB). (3) The molecule is Nc1ccc(S(=O)(=O)c2ccc(N)cc2)cc1. The result is 0 (does not penetrate BBB). (4) The compound is CCC(C)(C)C(=O)O[C@H]1C[C@@H](C)C=C2C=C[C@H](C)[C@H](CC[C@@H]3C[C@@H](O)CC(=O)O3)[C@H]21. The result is 1 (penetrates BBB). (5) The molecule is CNCCC=C1c2ccccc2CCc2ccccc21. The result is 1 (penetrates BBB). (6) The result is 1 (penetrates BBB). The compound is CC(NC(C)(C)C)C(=O)c1cccc(Cl)c1. (7) The compound is CC1=C/C(O)CC(=O)Cc2nc(co2)C(=O)N2CCC=C2C(=O)OC(C(C)C)C(C)/C=C\C(=O)NC/C=C\1. The result is 0 (does not penetrate BBB).